This data is from Full USPTO retrosynthesis dataset with 1.9M reactions from patents (1976-2016). The task is: Predict the reactants needed to synthesize the given product. (1) Given the product [CH:8]1([CH2:7][N:6]2[C:2]([N:22]3[CH2:23][CH2:24][CH2:25][C@@H:19]([NH:18][C:16](=[O:17])[C:15]([F:26])([F:14])[F:27])[CH2:20][CH2:21]3)=[C:3]([N+:11]([O-:13])=[O:12])[CH:4]=[N:5]2)[CH2:10][CH2:9]1, predict the reactants needed to synthesize it. The reactants are: Cl[C:2]1[N:6]([CH2:7][CH:8]2[CH2:10][CH2:9]2)[N:5]=[CH:4][C:3]=1[N+:11]([O-:13])=[O:12].[F:14][C:15]([F:27])([F:26])[C:16]([NH:18][C@@H:19]1[CH2:25][CH2:24][CH2:23][NH:22][CH2:21][CH2:20]1)=[O:17]. (2) Given the product [C:1]([O:5][C:6](=[O:17])[NH:7][C@@H:8]1[CH2:13][CH2:12][C:11](=[O:14])[C:10]([CH3:16])([CH3:15])[CH2:9]1)([CH3:4])([CH3:2])[CH3:3], predict the reactants needed to synthesize it. The reactants are: [C:1]([O:5][C:6](=[O:17])[NH:7][C@@H:8]1[CH2:13][CH2:12][C@H:11]([OH:14])[C:10]([CH3:16])([CH3:15])[CH2:9]1)([CH3:4])([CH3:3])[CH3:2].CC(OI1(OC(C)=O)(OC(C)=O)OC(=O)C2C=CC=CC1=2)=O. (3) Given the product [Br:3][C:4]1[CH:9]=[C:8]([F:10])[CH:7]=[CH:6][C:5]=1[C:11]([CH3:12])([CH3:14])[C:20]#[N:17], predict the reactants needed to synthesize it. The reactants are: [H-].[Na+].[Br:3][C:4]1[CH:9]=[C:8]([F:10])[CH:7]=[CH:6][C:5]=1[CH2:11][C:12]#N.[CH3:14]I.C[N:17]([CH3:20])C=O. (4) Given the product [CH2:1]([O:3][C:4](=[O:29])[CH2:5][CH2:6][C:7]1[CH:11]=[C:10]([C:12]2[CH:13]=[CH:14][C:15]([CH3:18])=[CH:16][CH:17]=2)[N:9]([C:19]2[CH:20]=[CH:21][C:22]([S:25](=[O:27])(=[O:28])[NH2:26])=[CH:23][CH:24]=2)[N:8]=1)[CH3:2], predict the reactants needed to synthesize it. The reactants are: [CH2:1]([O:3][C:4](=[O:29])/[CH:5]=[CH:6]/[C:7]1[CH:11]=[C:10]([C:12]2[CH:17]=[CH:16][C:15]([CH3:18])=[CH:14][CH:13]=2)[N:9]([C:19]2[CH:24]=[CH:23][C:22]([S:25](=[O:28])(=[O:27])[NH2:26])=[CH:21][CH:20]=2)[N:8]=1)[CH3:2]. (5) Given the product [F:1][C:2]1[CH:3]=[C:4]([CH:5]=[CH:6][C:7]=1[O:8][C:9]1[CH:10]=[N:11][CH:12]=[C:13]([C:15]([F:16])([F:17])[F:18])[CH:14]=1)[CH2:19][O:20][C:34]1[CH:35]=[C:36]2[NH:28][C:29]([CH3:40])([CH3:39])[CH2:30][N:31]2[C:32](=[O:38])[N:33]=1, predict the reactants needed to synthesize it. The reactants are: [F:1][C:2]1[CH:3]=[C:4]([CH2:19][OH:20])[CH:5]=[CH:6][C:7]=1[O:8][C:9]1[CH:10]=[N:11][CH:12]=[C:13]([C:15]([F:18])([F:17])[F:16])[CH:14]=1.C(OC([N:28]1[C:36]2[N:31]([C:32](=[O:38])[N:33]=[C:34](Cl)[CH:35]=2)[CH2:30][C:29]1([CH3:40])[CH3:39])=O)(C)(C)C. (6) Given the product [CH3:1][C:2]1[C:6]([C:7]2[CH:16]=[C:15]3[C:10]([C:11]([NH:20][C@@H:21]([C:23]4[CH:28]=[CH:27][CH:26]=[CH:25][CH:24]=4)[CH3:22])=[C:12]([NH2:17])[CH:13]=[N:14]3)=[CH:9][C:8]=2[O:29][CH3:30])=[C:5]([CH3:31])[O:4][N:3]=1, predict the reactants needed to synthesize it. The reactants are: [CH3:1][C:2]1[C:6]([C:7]2[CH:16]=[C:15]3[C:10]([C:11]([NH:20][C@@H:21]([C:23]4[CH:28]=[CH:27][CH:26]=[CH:25][CH:24]=4)[CH3:22])=[C:12]([N+:17]([O-])=O)[CH:13]=[N:14]3)=[CH:9][C:8]=2[O:29][CH3:30])=[C:5]([CH3:31])[O:4][N:3]=1.O.O.Cl[Sn]Cl.